From a dataset of Reaction yield outcomes from USPTO patents with 853,638 reactions. Predict the reaction yield, written as a fraction of the theoretical maximum amount of product (1.0 means a 100% yield; for example, 0.34 means a 34% yield). (1) The reactants are [F:1][C:2]1[CH:7]=[CH:6][C:5]([N:8]2[CH:13]=[CH:12][N:11]=[C:10]([NH:14][C:15](=O)[CH2:16][O:17][C:18]3[CH:23]=[CH:22]C=C[CH:19]=3)C2=O)=[CH:4][CH:3]=1.[H-].[Na+].P(Cl)([O:33][CH2:34][CH3:35])(OCC)=O.[NH2:37]O.[C:39]([O-:42])(O)=O.[Na+]. The catalyst is C1COCC1.O. The product is [F:1][C:2]1[CH:7]=[CH:6][C:5]([N:8]2[CH:13]=[CH:12][N:11]=[C:10]([NH:14][C:15](=[NH:37])[CH2:16][O:17][C:18]3[CH:23]=[CH:22][CH:35]=[C:34]([OH:33])[CH:19]=3)[C:39]2=[O:42])=[CH:4][CH:3]=1. The yield is 1.00. (2) The reactants are CC([O-])(C)C.[Na+].Cl[C:8]1[CH:15]=[CH:14][C:11]([C:12]#[N:13])=[CH:10][CH:9]=1.[NH:16]1[CH2:21][CH2:20][O:19][CH2:18][CH2:17]1. The catalyst is C1C=CC(/C=C/C(/C=C/C2C=CC=CC=2)=O)=CC=1.C1C=CC(/C=C/C(/C=C/C2C=CC=CC=2)=O)=CC=1.C1C=CC(/C=C/C(/C=C/C2C=CC=CC=2)=O)=CC=1.[Pd].[Pd].COCCOC. The product is [C:12]([C:11]1[CH:14]=[CH:15][C:8]([N:16]2[CH2:21][CH2:20][O:19][CH2:18][CH2:17]2)=[CH:9][CH:10]=1)#[N:13]. The yield is 0.960. (3) The reactants are [NH2:1][C:2]1[CH:7]=[C:6]([C:8]2[CH2:12][CH2:11][C:10](=[O:13])[CH:9]=2)[CH:5]=[CH:4][C:3]=1[NH:14][C:15](=[O:21])[O:16][C:17]([CH3:20])([CH3:19])[CH3:18].CN(C)[C@@H]1CCN(CC2C=CC(C(O)=O)=CC=2)C1.[C:40]([O:43][C:44]1[CH:52]=[CH:51][C:47]([C:48](O)=[O:49])=[CH:46][CH:45]=1)(=[O:42])[CH3:41]. The catalyst is CCOC(C)=O. The product is [C:40]([O:43][C:44]1[CH:52]=[CH:51][C:47]([C:48](=[O:49])[NH:1][C:2]2[CH:7]=[C:6]([C:8]3[CH2:12][CH2:11][C:10](=[O:13])[CH:9]=3)[CH:5]=[CH:4][C:3]=2[NH:14][C:15]([O:16][C:17]([CH3:18])([CH3:20])[CH3:19])=[O:21])=[CH:46][CH:45]=1)(=[O:42])[CH3:41]. The yield is 0.300. (4) The reactants are [Na].Cl.[F:3][C:4]1[CH:5]=[C:6]([CH:10]=[CH:11][CH:12]=1)[C:7](=[NH:9])[NH2:8].[CH3:13][O:14][CH:15]([C:20](OC)=[O:21])[C:16](OC)=[O:17].Cl. The catalyst is CO. The product is [F:3][C:4]1[CH:5]=[C:6]([C:7]2[N:8]=[C:20]([OH:21])[C:15]([O:14][CH3:13])=[C:16]([OH:17])[N:9]=2)[CH:10]=[CH:11][CH:12]=1. The yield is 0.530. (5) The reactants are Cl[C:2]1[N:7]=[C:6]([C:8]2[N:12]3[CH:13]=[CH:14][CH:15]=[CH:16][C:11]3=[N:10][C:9]=2[C:17]2[CH:18]=[C:19]([CH:31]=[CH:32][CH:33]=2)[C:20]([NH:22][C:23]2[C:28]([F:29])=[CH:27][CH:26]=[CH:25][C:24]=2[F:30])=[O:21])[CH:5]=[CH:4][N:3]=1.[CH3:34][N:35]1[CH:39]=[C:38]([C:40]2[CH:41]=[C:42]([CH:44]=[CH:45][CH:46]=2)[NH2:43])[CH:37]=[N:36]1.Cl.C([O-])(O)=O.[Na+]. The catalyst is C(O)C(F)(F)F.CCOC(C)=O. The product is [F:30][C:24]1[CH:25]=[CH:26][CH:27]=[C:28]([F:29])[C:23]=1[NH:22][C:20](=[O:21])[C:19]1[CH:31]=[CH:32][CH:33]=[C:17]([C:9]2[N:10]=[C:11]3[CH:16]=[CH:15][CH:14]=[CH:13][N:12]3[C:8]=2[C:6]2[CH:5]=[CH:4][N:3]=[C:2]([NH:43][C:42]3[CH:44]=[CH:45][CH:46]=[C:40]([C:38]4[CH:37]=[N:36][N:35]([CH3:34])[CH:39]=4)[CH:41]=3)[N:7]=2)[CH:18]=1. The yield is 0.630. (6) The reactants are [S:1]1[CH:5]=[CH:4][C:3]([CH2:6][N:7]2[CH2:12][CH2:11][NH:10][CH2:9][CH2:8]2)=[CH:2]1.Cl[C:14]1[CH:15]=[CH:16][C:17]2[N:18]([C:20]([C:23]([Cl:26])([F:25])[F:24])=[N:21][N:22]=2)[N:19]=1. No catalyst specified. The product is [Cl:26][C:23]([F:24])([F:25])[C:20]1[N:18]2[N:19]=[C:14]([N:10]3[CH2:9][CH2:8][N:7]([CH2:6][C:3]4[CH:4]=[CH:5][S:1][CH:2]=4)[CH2:12][CH2:11]3)[CH:15]=[CH:16][C:17]2=[N:22][N:21]=1. The yield is 0.700. (7) The reactants are Br[CH2:2][C:3]1[C:11]2[O:10][C:9]([C:12]3[CH:17]=[CH:16][C:15]([O:18][CH3:19])=[CH:14][CH:13]=3)=[CH:8][C:7]=2[CH:6]=[C:5]([O:20][CH3:21])[CH:4]=1.[C-:22]#[N:23].[K+].C1OCCOCCOCCOCCOCCOC1.O. The catalyst is CN(C)C=O. The product is [CH3:21][O:20][C:5]1[CH:4]=[C:3]([CH2:2][C:22]#[N:23])[C:11]2[O:10][C:9]([C:12]3[CH:17]=[CH:16][C:15]([O:18][CH3:19])=[CH:14][CH:13]=3)=[CH:8][C:7]=2[CH:6]=1. The yield is 0.980.